This data is from Reaction yield outcomes from USPTO patents with 853,638 reactions. The task is: Predict the reaction yield, written as a fraction of the theoretical maximum amount of product (1.0 means a 100% yield; for example, 0.34 means a 34% yield). (1) The reactants are [O:1]=[C:2]1[CH2:6][S:5][C:4]([NH:7][C@H:8]([C:14]2[CH:19]=[CH:18][CH:17]=[CH:16][CH:15]=2)[CH2:9][O:10][C:11](=[O:13])[CH3:12])=[N:3]1.[NH:20]1[C:24]2=[N:25][CH:26]=[CH:27][CH:28]=[C:23]2[C:22]([CH:29]=O)=[CH:21]1.C(O)(=O)C1C=CC=CC=1.N1CCCCC1. The catalyst is C1(C)C=CC=CC=1. The product is [O:1]=[C:2]1[C:6](=[CH:29][C:22]2[C:23]3[C:24](=[N:25][CH:26]=[CH:27][CH:28]=3)[NH:20][CH:21]=2)[S:5][C:4]([NH:7][C@H:8]([C:14]2[CH:19]=[CH:18][CH:17]=[CH:16][CH:15]=2)[CH2:9][O:10][C:11](=[O:13])[CH3:12])=[N:3]1. The yield is 0.536. (2) The reactants are [CH2:1]([N:3]1[CH2:8][CH2:7][CH2:6][CH2:5][CH:4]1[C:9]1[CH:14]=[CH:13][C:12]([C:15]2[CH:37]=[N:36][C:18]3[N:19](COCC[Si](C)(C)C)[C:20]4[CH:25]=[N:24][C:23]([C:26]#[N:27])=[CH:22][C:21]=4[C:17]=3[CH:16]=2)=[CH:11][CH:10]=1)[CH3:2].CCCC[N+](CCCC)(CCCC)CCCC.[F-]. No catalyst specified. The product is [CH2:1]([N:3]1[CH2:8][CH2:7][CH2:6][CH2:5][CH:4]1[C:9]1[CH:14]=[CH:13][C:12]([C:15]2[CH:37]=[N:36][C:18]3[NH:19][C:20]4[CH:25]=[N:24][C:23]([C:26]#[N:27])=[CH:22][C:21]=4[C:17]=3[CH:16]=2)=[CH:11][CH:10]=1)[CH3:2]. The yield is 0.200. (3) The reactants are [CH3:1][N:2]([CH3:15])[C:3]1([C:9]2[CH:14]=[CH:13][CH:12]=[CH:11][CH:10]=2)[CH2:8][CH2:7][NH:6][CH2:5][CH2:4]1.[CH3:16][N:17]([CH2:25][CH:26]=O)[C:18](=[O:24])[O:19][C:20]([CH3:23])([CH3:22])[CH3:21].C(B)#N.[Na]. The catalyst is CO.C(O)(=O)C.CO.C(Cl)(Cl)Cl. The product is [CH3:1][N:2]([CH3:15])[C:3]1([C:9]2[CH:14]=[CH:13][CH:12]=[CH:11][CH:10]=2)[CH2:4][CH2:5][N:6]([CH2:26][CH2:25][N:17]([CH3:16])[C:18](=[O:24])[O:19][C:20]([CH3:22])([CH3:21])[CH3:23])[CH2:7][CH2:8]1. The yield is 0.640. (4) The reactants are [CH2:1]([O:8][C:9](=[O:32])[NH:10][C:11]1[CH:16]=[CH:15][C:14]([F:17])=[C:13]([CH:18]([C:20]2[C:28]3[C:23](=[N:24][CH:25]=[C:26]([C:29]#[N:30])[CH:27]=3)[NH:22][CH:21]=2)[OH:19])[C:12]=1[F:31])[C:2]1[CH:7]=[CH:6][CH:5]=[CH:4][CH:3]=1.CC(OI1(OC(C)=O)(OC(C)=O)OC(=O)C2C=CC=CC1=2)=O.C(=O)([O-])[O-].[K+].[K+].S([O-])([O-])(=O)=S.[Na+].[Na+]. The catalyst is O1CCCC1. The product is [CH2:1]([O:8][C:9](=[O:32])[NH:10][C:11]1[CH:16]=[CH:15][C:14]([F:17])=[C:13]([C:18]([C:20]2[C:28]3[C:23](=[N:24][CH:25]=[C:26]([C:29]#[N:30])[CH:27]=3)[NH:22][CH:21]=2)=[O:19])[C:12]=1[F:31])[C:2]1[CH:3]=[CH:4][CH:5]=[CH:6][CH:7]=1. The yield is 0.790. (5) The reactants are Cl[C:2]1[C:11]([CH3:12])=[CH:10][C:5]([C:6]([O:8][CH3:9])=[O:7])=[CH:4][N:3]=1.[I-].[F:14][C:15]([F:20])([F:19])[CH2:16][CH2:17][Zn+]. The catalyst is CN(C=O)C.C1C=CC([P]([Pd]([P](C2C=CC=CC=2)(C2C=CC=CC=2)C2C=CC=CC=2)([P](C2C=CC=CC=2)(C2C=CC=CC=2)C2C=CC=CC=2)[P](C2C=CC=CC=2)(C2C=CC=CC=2)C2C=CC=CC=2)(C2C=CC=CC=2)C2C=CC=CC=2)=CC=1. The product is [CH3:12][C:11]1[C:2]([CH2:17][CH2:16][C:15]([F:20])([F:19])[F:14])=[N:3][CH:4]=[C:5]([CH:10]=1)[C:6]([O:8][CH3:9])=[O:7]. The yield is 0.860.